This data is from Peptide-MHC class I binding affinity with 185,985 pairs from IEDB/IMGT. The task is: Regression. Given a peptide amino acid sequence and an MHC pseudo amino acid sequence, predict their binding affinity value. This is MHC class I binding data. (1) The peptide sequence is RLIGHISTL. The MHC is BoLA-AW10 with pseudo-sequence BoLA-AW10. The binding affinity (normalized) is 0.0641. (2) The peptide sequence is VDFKTPGTY. The MHC is HLA-A69:01 with pseudo-sequence HLA-A69:01. The binding affinity (normalized) is 0.0847.